Dataset: Reaction yield outcomes from USPTO patents with 853,638 reactions. Task: Predict the reaction yield, written as a fraction of the theoretical maximum amount of product (1.0 means a 100% yield; for example, 0.34 means a 34% yield). (1) The reactants are [C:1]([N:4]1[C:13]2[C:8](=[CH:9][C:10]([C:14]3[CH:19]=[CH:18][C:17]([CH2:20][C:21]([NH:23][CH2:24][CH2:25][NH:26]C(OC(C)(C)C)=O)=[O:22])=[CH:16][CH:15]=3)=[CH:11][CH:12]=2)[C@H:7]([NH:34][C:35](=[O:40])[O:36][CH:37]([CH3:39])[CH3:38])[CH2:6][C@@H:5]1[CH3:41])(=[O:3])[CH3:2].[ClH:42]. The catalyst is O1CCOCC1. The product is [ClH:42].[C:1]([N:4]1[C:13]2[C:8](=[CH:9][C:10]([C:14]3[CH:15]=[CH:16][C:17]([CH2:20][C:21]([NH:23][CH2:24][CH2:25][NH2:26])=[O:22])=[CH:18][CH:19]=3)=[CH:11][CH:12]=2)[C@H:7]([NH:34][C:35](=[O:40])[O:36][CH:37]([CH3:38])[CH3:39])[CH2:6][C@@H:5]1[CH3:41])(=[O:3])[CH3:2]. The yield is 0.526. (2) The yield is 1.00. The reactants are [C:1]([C:9]1[C:10](=[O:19])[N:11]([CH3:18])[C:12](=[O:17])[N:13]([CH3:16])[C:14]=1[CH3:15])(=[O:8])[C:2]1[CH:7]=[CH:6][CH:5]=[CH:4][CH:3]=1.C(Cl)Cl.[Br:23]Br. The catalyst is C(Cl)(Cl)(Cl)Cl.CC(C)=O. The product is [C:1]([C:9]1[C:10](=[O:19])[N:11]([CH3:18])[C:12](=[O:17])[N:13]([CH3:16])[C:14]=1[CH2:15][Br:23])(=[O:8])[C:2]1[CH:7]=[CH:6][CH:5]=[CH:4][CH:3]=1.